From a dataset of Catalyst prediction with 721,799 reactions and 888 catalyst types from USPTO. Predict which catalyst facilitates the given reaction. (1) Reactant: [CH2:1]([O:3][C:4]([C:6]1[C:14]2[C:13]([Cl:15])=[N:12][CH:11]=[N:10][C:9]=2[NH:8][CH:7]=1)=[O:5])[CH3:2].[NH2:16][C:17]1[CH:25]=[CH:24][C:20]2[O:21][CH:22]=[CH:23][C:19]=2[CH:18]=1. Product: [ClH:15].[CH2:1]([O:3][C:4]([C:6]1[C:14]2[C:13]([NH:16][C:17]3[CH:25]=[CH:24][C:20]4[O:21][CH:22]=[CH:23][C:19]=4[CH:18]=3)=[N:12][CH:11]=[N:10][C:9]=2[NH:8][CH:7]=1)=[O:5])[CH3:2]. The catalyst class is: 32. (2) Reactant: C([N:8]1[CH2:13][CH:12]2[CH:10]([CH:11]2[C:14]([O:16][CH2:17][CH3:18])=[O:15])[CH2:9]1)C1C=CC=CC=1. Product: [CH:12]12[CH:11]([C:14]([O:16][CH2:17][CH3:18])=[O:15])[CH:10]1[CH2:9][NH:8][CH2:13]2. The catalyst class is: 129. (3) Reactant: [F:1][C:2]1[CH:11]=[C:10]([F:12])[CH:9]=[C:8]2[C:3]=1[C:4]([NH:20][C:21]1[C:26](I)=[CH:25][N:24]=[C:23]([N:28]3[CH2:33][CH2:32][O:31][CH2:30][CH2:29]3)[CH:22]=1)=[C:5]([CH3:19])[C:6]([C:13]1[CH:18]=[CH:17][CH:16]=[CH:15][N:14]=1)=[N:7]2.[C:34]([C:36]1[CH:37]=[C:38](B(O)O)[CH:39]=[N:40][CH:41]=1)#[N:35].C1(P(C2CCCCC2)C2CCCCC2)CCCCC1.[O-]P([O-])([O-])=O.[K+].[K+].[K+]. The catalyst class is: 127. Product: [F:1][C:2]1[CH:11]=[C:10]([F:12])[CH:9]=[C:8]2[C:3]=1[C:4]([NH:20][C:21]1[CH:22]=[C:23]([N:28]3[CH2:33][CH2:32][O:31][CH2:30][CH2:29]3)[N:24]=[CH:25][C:26]=1[C:38]1[CH:39]=[N:40][CH:41]=[C:36]([C:34]#[N:35])[CH:37]=1)=[C:5]([CH3:19])[C:6]([C:13]1[CH:18]=[CH:17][CH:16]=[CH:15][N:14]=1)=[N:7]2. (4) Reactant: [CH3:1][C:2]1[CH:3]=[C:4]([NH:8][C:9]2[CH:14]=[CH:13][CH:12]=[CH:11][C:10]=2[N+:15]([O-])=O)[CH:5]=[CH:6][CH:7]=1. Product: [CH3:1][C:2]1[CH:3]=[C:4]([NH:8][C:9]2[C:10]([NH2:15])=[CH:11][CH:12]=[CH:13][CH:14]=2)[CH:5]=[CH:6][CH:7]=1. The catalyst class is: 78.